This data is from Full USPTO retrosynthesis dataset with 1.9M reactions from patents (1976-2016). The task is: Predict the reactants needed to synthesize the given product. Given the product [C:1]([O:5][C:6]([N:8]1[CH2:13][CH2:12][C:11]([NH:27][CH2:20][CH2:21][CH2:22][CH2:23][CH2:24][CH2:25][CH3:26])=[C:10]([C:15]([O:17][CH2:18][CH3:19])=[O:16])[CH2:9]1)=[O:7])([CH3:4])([CH3:3])[CH3:2], predict the reactants needed to synthesize it. The reactants are: [C:1]([O:5][C:6]([N:8]1[CH2:13][CH2:12][C:11](=O)[CH:10]([C:15]([O:17][CH2:18][CH3:19])=[O:16])[CH2:9]1)=[O:7])([CH3:4])([CH3:3])[CH3:2].[CH2:20]([NH2:27])[CH2:21][CH2:22][CH2:23][CH2:24][CH2:25][CH3:26].